Dataset: Forward reaction prediction with 1.9M reactions from USPTO patents (1976-2016). Task: Predict the product of the given reaction. Given the reactants C([BH-](CC)CC)C.[Li+].[CH3:9][C:10]1[CH:19]=[CH:18][C:13]([C:14](OC)=[O:15])=[CH:12][N:11]=1, predict the reaction product. The product is: [CH3:9][C:10]1[N:11]=[CH:12][C:13]([CH2:14][OH:15])=[CH:18][CH:19]=1.